Task: Predict the reactants needed to synthesize the given product.. Dataset: Full USPTO retrosynthesis dataset with 1.9M reactions from patents (1976-2016) (1) Given the product [CH3:3][N:4]([CH2:5][CH2:6][CH:7]([O:8][C:17]1[C:26]2[C:21](=[CH:22][CH:23]=[CH:24][CH:25]=2)[CH:20]=[CH:19][CH:18]=1)[C:9]1[S:10][CH:11]=[CH:12][CH:13]=1)[O:30][CH3:29], predict the reactants needed to synthesize it. The reactants are: CO[CH2:3][NH:4][CH2:5][CH2:6][C@@H:7]([C:9]1[S:10][CH:11]=[CH:12][CH:13]=1)[OH:8].[H-].[Na+].F[C:17]1[C:26]2[C:21](=[CH:22][CH:23]=[CH:24][CH:25]=2)[CH:20]=[CH:19][CH:18]=1.CN(C)[CH:29]=[O:30]. (2) Given the product [CH2:34]([NH:41][C:10](=[O:12])[CH:9]([OH:13])[CH:8]([NH:14][C:15](=[O:33])[C:16]1[CH:21]=[CH:20][CH:19]=[N:18][C:17]=1[N:22]1[CH:26]=[CH:25][C:24]([C:27]2[CH:32]=[CH:31][CH:30]=[CH:29][CH:28]=2)=[N:23]1)[CH2:7][C:1]1[CH:2]=[CH:3][CH:4]=[CH:5][CH:6]=1)[C:35]1[CH:40]=[CH:39][CH:38]=[CH:37][CH:36]=1, predict the reactants needed to synthesize it. The reactants are: [C:1]1([CH2:7][CH:8]([NH:14][C:15](=[O:33])[C:16]2[CH:21]=[CH:20][CH:19]=[N:18][C:17]=2[N:22]2[CH:26]=[CH:25][C:24]([C:27]3[CH:32]=[CH:31][CH:30]=[CH:29][CH:28]=3)=[N:23]2)[CH:9]([OH:13])[C:10]([OH:12])=O)[CH:6]=[CH:5][CH:4]=[CH:3][CH:2]=1.[CH2:34]([NH2:41])[C:35]1[CH:40]=[CH:39][CH:38]=[CH:37][CH:36]=1. (3) Given the product [CH2:1]([C:3]1[CH2:4][CH2:5][C@H:6]([N+:15]([O-:17])=[O:16])[C@H:7]([C:9]2[CH:10]=[CH:11][CH:12]=[CH:13][CH:14]=2)[N:8]=1)[CH3:2], predict the reactants needed to synthesize it. The reactants are: [CH2:1]([C:3]1[CH2:4][CH2:5][CH:6]([N+:15]([O-:17])=[O:16])[CH:7]([C:9]2[CH:14]=[CH:13][CH:12]=[CH:11][CH:10]=2)[N:8]=1)[CH3:2].C[Si]([N-][Si](C)(C)C)(C)C.[Li+]. (4) Given the product [N+:13]([C:8]1[CH:9]=[CH:10][CH:11]=[C:12]2[C:7]=1[NH:6][C:4](=[O:5])[C:3]2=[O:17])([O-:15])=[O:14], predict the reactants needed to synthesize it. The reactants are: ON=[CH:3][C:4]([NH:6][C:7]1[CH:12]=[CH:11][CH:10]=[CH:9][C:8]=1[N+:13]([O-:15])=[O:14])=[O:5].S(=O)(=O)(O)[OH:17]. (5) Given the product [CH2:1]([O:8][C:9]1[C:18]([O:19][CH2:20][C:21]2[CH:26]=[CH:25][CH:24]=[CH:23][CH:22]=2)=[C:17]([C:27]([OH:29])=[O:28])[CH:16]=[CH:15][C:10]=1[C:11]([OH:13])=[O:12])[C:2]1[CH:7]=[CH:6][CH:5]=[CH:4][CH:3]=1, predict the reactants needed to synthesize it. The reactants are: [CH2:1]([O:8][C:9]1[C:18]([O:19][CH2:20][C:21]2[CH:26]=[CH:25][CH:24]=[CH:23][CH:22]=2)=[C:17]([C:27]([O:29]C)=[O:28])[CH:16]=[CH:15][C:10]=1[C:11]([O:13]C)=[O:12])[C:2]1[CH:7]=[CH:6][CH:5]=[CH:4][CH:3]=1.[OH-].[K+].O.O. (6) Given the product [CH2:21]([O:23][CH:24]([O:27][CH2:28][CH3:29])[CH2:25][O:12][CH2:11][CH2:10][CH2:9][CH2:8][O:7][C:4]1[CH:5]=[CH:6][C:1]([C:13]2[CH:14]=[CH:15][CH:16]=[CH:17][CH:18]=2)=[CH:2][CH:3]=1)[CH3:22], predict the reactants needed to synthesize it. The reactants are: [C:1]1([C:13]2[CH:18]=[CH:17][CH:16]=[CH:15][CH:14]=2)[CH:6]=[CH:5][C:4]([O:7][CH2:8][CH2:9][CH2:10][CH2:11][OH:12])=[CH:3][CH:2]=1.[H-].[Na+].[CH2:21]([O:23][CH:24]([O:27][CH2:28][CH3:29])[CH2:25]Br)[CH3:22]. (7) Given the product [N:1]1([C:7]2[CH:12]=[C:11]([N:38]3[CH:42]=[CH:41][CH:40]=[CH:39]3)[CH:10]=[CH:9][C:8]=2[CH:14]([NH:19][C:20]([CH2:22][C:23]2[CH:37]=[CH:36][C:26]([O:27][C:28]([CH3:35])([CH3:34])[C:29]([O:31][CH2:32][CH3:33])=[O:30])=[CH:25][CH:24]=2)=[O:21])[CH2:15][CH2:16][CH2:17][CH3:18])[CH2:6][CH2:5][CH2:4][CH2:3][CH2:2]1, predict the reactants needed to synthesize it. The reactants are: [N:1]1([C:7]2[CH:12]=[C:11](Br)[CH:10]=[CH:9][C:8]=2[CH:14]([NH:19][C:20]([CH2:22][C:23]2[CH:37]=[CH:36][C:26]([O:27][C:28]([CH3:35])([CH3:34])[C:29]([O:31][CH2:32][CH3:33])=[O:30])=[CH:25][CH:24]=2)=[O:21])[CH2:15][CH2:16][CH2:17][CH3:18])[CH2:6][CH2:5][CH2:4][CH2:3][CH2:2]1.[NH:38]1[CH:42]=[CH:41][CH:40]=[CH:39]1. (8) The reactants are: [F:1][C:2]1[C:3]([C:10]2[CH:15]=[CH:14][C:13]([C:16]([O:18]C)=[O:17])=[CH:12][C:11]=2[C:20]([O:22][CH3:23])=[O:21])=[CH:4][C:5]([O:8][CH3:9])=[N:6][CH:7]=1.[OH-].[K+].Cl. Given the product [F:1][C:2]1[C:3]([C:10]2[CH:15]=[CH:14][C:13]([C:16]([OH:18])=[O:17])=[CH:12][C:11]=2[C:20]([O:22][CH3:23])=[O:21])=[CH:4][C:5]([O:8][CH3:9])=[N:6][CH:7]=1, predict the reactants needed to synthesize it. (9) Given the product [CH:33]([NH:36][C:28]([C:23]1[CH:24]=[N:25][C:26]2[C:21]([CH:22]=1)=[CH:20][CH:19]=[C:18]([NH:17][C:15]([C:10]1[C:9]([C:6]3[CH:5]=[CH:4][C:3]([C:2]([F:32])([F:1])[F:31])=[CH:8][CH:7]=3)=[CH:14][CH:13]=[CH:12][CH:11]=1)=[O:16])[CH:27]=2)=[O:29])([CH3:35])[CH3:34], predict the reactants needed to synthesize it. The reactants are: [F:1][C:2]([F:32])([F:31])[C:3]1[CH:8]=[CH:7][C:6]([C:9]2[C:10]([C:15]([NH:17][C:18]3[CH:27]=[C:26]4[C:21]([CH:22]=[C:23]([C:28](O)=[O:29])[CH:24]=[N:25]4)=[CH:20][CH:19]=3)=[O:16])=[CH:11][CH:12]=[CH:13][CH:14]=2)=[CH:5][CH:4]=1.[CH:33]([NH2:36])([CH3:35])[CH3:34].Cl.CN(C)CCCN=C=NCC.ON1C2C=CC=CC=2N=N1.C(N(CC)CC)C.